This data is from Full USPTO retrosynthesis dataset with 1.9M reactions from patents (1976-2016). The task is: Predict the reactants needed to synthesize the given product. (1) The reactants are: Cl[CH2:2][CH2:3][CH2:4][CH2:5][OH:6].[CH3:7][CH:8]([CH3:24])[C:9]([NH:11][C:12]1[CH:17]=[CH:16][CH:15]=[C:14]([CH:18]2[CH2:23][CH2:22][NH:21][CH2:20][CH2:19]2)[CH:13]=1)=[O:10]. Given the product [OH:6][CH2:5][CH2:4][CH2:3][CH2:2][N:21]1[CH2:22][CH2:23][CH:18]([C:14]2[CH:13]=[C:12]([NH:11][C:9](=[O:10])[CH:8]([CH3:7])[CH3:24])[CH:17]=[CH:16][CH:15]=2)[CH2:19][CH2:20]1, predict the reactants needed to synthesize it. (2) Given the product [Cl:1][C:2]1[C:3]2[CH:14]=[CH:13][C:12](=[O:15])[N:11]([C:16]3[CH:21]=[CH:20][C:19]([F:22])=[CH:18][C:17]=3[F:23])[C:4]=2[N:5]=[C:6]([NH:24][CH:25]([CH2:28][OH:29])[CH2:26][OH:27])[N:7]=1, predict the reactants needed to synthesize it. The reactants are: [Cl:1][C:2]1[C:3]2[CH:14]=[CH:13][C:12](=[O:15])[N:11]([C:16]3[CH:21]=[CH:20][C:19]([F:22])=[CH:18][C:17]=3[F:23])[C:4]=2[N:5]=[C:6](S(C)=O)[N:7]=1.[NH2:24][CH:25]([CH2:28][OH:29])[CH2:26][OH:27].